Dataset: Catalyst prediction with 721,799 reactions and 888 catalyst types from USPTO. Task: Predict which catalyst facilitates the given reaction. (1) Reactant: [OH-].[Na+].[N:3]1([C:9]2[CH:19]=[CH:18][C:12]([C:13]([O:15]CC)=[O:14])=[CH:11][CH:10]=2)[CH2:8][CH2:7][CH2:6][CH2:5][CH2:4]1.Cl. Product: [N:3]1([C:9]2[CH:19]=[CH:18][C:12]([C:13]([OH:15])=[O:14])=[CH:11][CH:10]=2)[CH2:8][CH2:7][CH2:6][CH2:5][CH2:4]1. The catalyst class is: 8. (2) Reactant: [CH3:1][C:2]1[CH:8]=[C:7]([O:9][CH3:10])[CH:6]=[CH:5][C:3]=1[NH2:4].[C:11](OC(=O)C)(=[O:13])[CH3:12]. Product: [CH3:1][C:2]1[CH:8]=[C:7]([O:9][CH3:10])[CH:6]=[CH:5][C:3]=1[NH:4][C:11](=[O:13])[CH3:12]. The catalyst class is: 15. (3) Reactant: [OH-].[K+].[Br:3][C:4]1[C:5]([C:16]2[CH:21]=[CH:20][CH:19]=[CH:18][CH:17]=2)=[C:6]([C:11]([O:13]CC)=[O:12])[N:7]([CH3:10])[C:8]=1[CH3:9]. Product: [Br:3][C:4]1[C:5]([C:16]2[CH:21]=[CH:20][CH:19]=[CH:18][CH:17]=2)=[C:6]([C:11]([OH:13])=[O:12])[N:7]([CH3:10])[C:8]=1[CH3:9]. The catalyst class is: 97. (4) Reactant: CCN(C(C)C)C(C)C.[OH:10][C:11]1[CH:12]=[C:13]2[C:18](=[CH:19][CH:20]=1)[O:17][C:16](=[O:21])[C:15]([C:22]([OH:24])=O)=[CH:14]2.CN(C(ON1N=NC2C=CC=NC1=2)=[N+](C)C)C.F[P-](F)(F)(F)(F)F.[N:49]1[C:50]([C:58]2[CH:59]=[C:60]([NH2:64])[CH:61]=[CH:62][CH:63]=2)=[CH:51][N:52]2[CH:57]=[CH:56][CH:55]=[CH:54][C:53]=12. Product: [N:49]1[C:50]([C:58]2[CH:59]=[C:60]([NH:64][C:22]([C:15]3[C:16](=[O:21])[O:17][C:18]4[C:13]([CH:14]=3)=[CH:12][C:11]([OH:10])=[CH:20][CH:19]=4)=[O:24])[CH:61]=[CH:62][CH:63]=2)=[CH:51][N:52]2[CH:57]=[CH:56][CH:55]=[CH:54][C:53]=12. The catalyst class is: 3. (5) Reactant: Cl[C:2]1[N:3]=[C:4]([CH2:11][C:12]([NH2:14])=[O:13])[C:5]2[CH:10]=[CH:9][S:8][C:6]=2[N:7]=1.[CH3:15][N:16]1[CH2:21][CH2:20][NH:19][CH2:18][CH2:17]1. Product: [CH3:15][N:16]1[CH2:21][CH2:20][N:19]([C:2]2[N:3]=[C:4]([CH2:11][C:12]([NH2:14])=[O:13])[C:5]3[CH:10]=[CH:9][S:8][C:6]=3[N:7]=2)[CH2:18][CH2:17]1. The catalyst class is: 163.